From a dataset of Experimentally validated miRNA-target interactions with 360,000+ pairs, plus equal number of negative samples. Binary Classification. Given a miRNA mature sequence and a target amino acid sequence, predict their likelihood of interaction. The miRNA is hsa-miR-19a-3p with sequence UGUGCAAAUCUAUGCAAAACUGA. The protein sequence of the target gene is MKLLVILLFSGLITGFRSDSSSSLPPKLLLVSFDGFRADYLKNYEFPHLQNFIKEGVLVEHVKNVFITKTFPNHYSIVTGLYEESHGIVANSMYDAVTKKHFSDSNDKDPFWWNEAVPIWVTNQLQENRSSAAAMWPGTDVPIHDTISSYFMNYNSSVSFEERLNNITMWLNNSNPPVTFATLYWEEPDASGHKYGPEDKENMSRVLKKIDDLIGDLVQRLKMLGLWENLNVIITSDHGMTQCSQDRLINLDSCIDHSYYTLIDLSPVAAILPKINRTEVYNKLKNCSPHMNVYLKEDIP.... Result: 1 (interaction).